From a dataset of NCI-60 drug combinations with 297,098 pairs across 59 cell lines. Regression. Given two drug SMILES strings and cell line genomic features, predict the synergy score measuring deviation from expected non-interaction effect. (1) Drug 1: C1C(C(OC1N2C=C(C(=O)NC2=O)F)CO)O. Drug 2: C1C(C(OC1N2C=NC3=C(N=C(N=C32)Cl)N)CO)O. Cell line: LOX IMVI. Synergy scores: CSS=43.2, Synergy_ZIP=-1.32, Synergy_Bliss=1.89, Synergy_Loewe=-5.69, Synergy_HSA=4.12. (2) Drug 1: C1C(C(OC1N2C=NC3=C2NC=NCC3O)CO)O. Drug 2: CC12CCC3C(C1CCC2OP(=O)(O)O)CCC4=C3C=CC(=C4)OC(=O)N(CCCl)CCCl.[Na+]. Cell line: UACC-257. Synergy scores: CSS=7.16, Synergy_ZIP=-1.96, Synergy_Bliss=1.97, Synergy_Loewe=1.33, Synergy_HSA=1.42. (3) Drug 1: C1=CC=C(C=C1)NC(=O)CCCCCCC(=O)NO. Drug 2: CC1C(C(CC(O1)OC2CC(CC3=C2C(=C4C(=C3O)C(=O)C5=C(C4=O)C(=CC=C5)OC)O)(C(=O)CO)O)N)O.Cl. Cell line: BT-549. Synergy scores: CSS=35.5, Synergy_ZIP=0.135, Synergy_Bliss=4.92, Synergy_Loewe=-10.7, Synergy_HSA=5.10. (4) Drug 1: C1=NC2=C(N1)C(=S)N=C(N2)N. Drug 2: COC1=NC(=NC2=C1N=CN2C3C(C(C(O3)CO)O)O)N. Cell line: HL-60(TB). Synergy scores: CSS=62.7, Synergy_ZIP=-4.42, Synergy_Bliss=-6.60, Synergy_Loewe=-5.76, Synergy_HSA=-2.73. (5) Drug 1: CC1OCC2C(O1)C(C(C(O2)OC3C4COC(=O)C4C(C5=CC6=C(C=C35)OCO6)C7=CC(=C(C(=C7)OC)O)OC)O)O. Drug 2: CC1C(C(CC(O1)OC2CC(CC3=C2C(=C4C(=C3O)C(=O)C5=C(C4=O)C(=CC=C5)OC)O)(C(=O)CO)O)N)O.Cl. Cell line: U251. Synergy scores: CSS=60.3, Synergy_ZIP=1.38, Synergy_Bliss=0.813, Synergy_Loewe=6.62, Synergy_HSA=8.03. (6) Drug 1: CS(=O)(=O)C1=CC(=C(C=C1)C(=O)NC2=CC(=C(C=C2)Cl)C3=CC=CC=N3)Cl. Drug 2: C(CN)CNCCSP(=O)(O)O. Cell line: MCF7. Synergy scores: CSS=-1.22, Synergy_ZIP=-1.31, Synergy_Bliss=-4.07, Synergy_Loewe=-11.6, Synergy_HSA=-5.16. (7) Drug 1: C1CCC(C1)C(CC#N)N2C=C(C=N2)C3=C4C=CNC4=NC=N3. Drug 2: C1=CC(=CC=C1CCC2=CNC3=C2C(=O)NC(=N3)N)C(=O)NC(CCC(=O)O)C(=O)O. Cell line: MALME-3M. Synergy scores: CSS=13.4, Synergy_ZIP=0.608, Synergy_Bliss=1.60, Synergy_Loewe=-7.07, Synergy_HSA=0.589.